Dataset: NCI-60 drug combinations with 297,098 pairs across 59 cell lines. Task: Regression. Given two drug SMILES strings and cell line genomic features, predict the synergy score measuring deviation from expected non-interaction effect. Drug 1: C1=CC(=C2C(=C1NCCNCCO)C(=O)C3=C(C=CC(=C3C2=O)O)O)NCCNCCO. Drug 2: N.N.Cl[Pt+2]Cl. Cell line: SK-MEL-28. Synergy scores: CSS=14.7, Synergy_ZIP=-6.93, Synergy_Bliss=-5.83, Synergy_Loewe=-47.9, Synergy_HSA=-10.7.